Dataset: Reaction yield outcomes from USPTO patents with 853,638 reactions. Task: Predict the reaction yield, written as a fraction of the theoretical maximum amount of product (1.0 means a 100% yield; for example, 0.34 means a 34% yield). (1) The reactants are [Si]([O:8][CH2:9][C:10]1[C:11]([C:16]2[N:20]([CH2:21][CH2:22][C:23]([F:26])([F:25])[F:24])[N:19]=[CH:18][CH:17]=2)=[N:12][CH:13]=[CH:14][CH:15]=1)(C(C)(C)C)(C)C.Cl. The catalyst is CO. The product is [F:26][C:23]([F:24])([F:25])[CH2:22][CH2:21][N:20]1[C:16]([C:11]2[C:10]([CH2:9][OH:8])=[CH:15][CH:14]=[CH:13][N:12]=2)=[CH:17][CH:18]=[N:19]1. The yield is 0.990. (2) The reactants are [N:1]1[CH:2]=[CH:3][N:4]2[C:9]=1[CH:8]=[CH:7][C:6]([O:10][C:11]1[CH:17]=[CH:16][C:14]([NH2:15])=[CH:13][CH:12]=1)=[N:5]2.C(N(CC)CC)C.[C:25]1([N:31]=[C:32]=[O:33])[CH:30]=[CH:29][CH:28]=[CH:27][CH:26]=1. The catalyst is O1CCCC1. The product is [N:1]1[CH:2]=[CH:3][N:4]2[C:9]=1[CH:8]=[CH:7][C:6]([O:10][C:11]1[CH:17]=[CH:16][C:14]([NH:15][C:32]([NH:31][C:25]3[CH:30]=[CH:29][CH:28]=[CH:27][CH:26]=3)=[O:33])=[CH:13][CH:12]=1)=[N:5]2. The yield is 0.810. (3) The reactants are [CH3:1][N:2]1[CH:6]=[CH:5][CH:4]=[CH:3]1.CN(CCN(C)C)C.[Li]CCCC.[Sn](Cl)(C)(C)C.Br[C:26]1[CH:27]=[C:28]([CH:31]=[CH:32][CH:33]=1)[CH:29]=[O:30].[F-].[K+]. The catalyst is CCOCC.C1COCC1.Cl[Pd](Cl)([P](C1C=CC=CC=1)(C1C=CC=CC=1)C1C=CC=CC=1)[P](C1C=CC=CC=1)(C1C=CC=CC=1)C1C=CC=CC=1.C(OCC)(=O)C.O1CCOCC1. The product is [CH3:1][N:2]1[CH:6]=[CH:5][CH:4]=[C:3]1[C:26]1[CH:27]=[C:28]([CH:31]=[CH:32][CH:33]=1)[CH:29]=[O:30]. The yield is 0.240.